This data is from Reaction yield outcomes from USPTO patents with 853,638 reactions. The task is: Predict the reaction yield, written as a fraction of the theoretical maximum amount of product (1.0 means a 100% yield; for example, 0.34 means a 34% yield). (1) The reactants are [NH2:1][NH:2][C:3]([NH2:5])=[S:4].C(O)(=O)C.[C:10]([NH:13][C:14]1[CH:21]=[CH:20][C:17]([CH:18]=O)=[C:16]([F:22])[CH:15]=1)(=[O:12])[CH3:11]. The catalyst is O.C(O)C. The product is [C:10]([NH:13][C:14]1[CH:21]=[CH:20][C:17]([CH:18]=[N:1][NH:2][C:3]([NH2:5])=[S:4])=[C:16]([F:22])[CH:15]=1)(=[O:12])[CH3:11]. The yield is 0.240. (2) The reactants are [C:1]([CH2:4][CH2:5][C:6]1[C:7]([CH3:26])=[C:8](C(O)=O)[NH:9][C:10]=1[CH:11]=[C:12]1[C:20]2[C:15](=[CH:16][CH:17]=[C:18]([CH3:21])[CH:19]=2)[NH:14][C:13]1=[O:22])([OH:3])=[O:2].[OH-].[K+].O.Cl. The catalyst is C(O)CO. The product is [CH3:21][C:18]1[CH:19]=[C:20]2[C:15](=[CH:16][CH:17]=1)[NH:14][C:13](=[O:22])[C:12]2=[CH:11][C:10]1[NH:9][CH:8]=[C:7]([CH3:26])[C:6]=1[CH2:5][CH2:4][C:1]([OH:3])=[O:2]. The yield is 0.290. (3) The reactants are [Cl:1][C:2]1[CH:10]=[C:9]2[C:5]([CH:6]=[CH:7][NH:8]2)=[CH:4][C:3]=1B1OCC(C)(C)CO1.[C:19](=[O:22])([O-])[O-].[K+].[K+].Br[C:26]1[CH:27]=[N:28][C:29]([N:32]([CH3:34])[CH3:33])=[N:30][CH:31]=1. The catalyst is O1CCOCC1.CN(C=O)C.C1C=CC(P(C2C=CC=CC=2)[C-]2C=CC=C2)=CC=1.C1C=CC(P(C2C=CC=CC=2)[C-]2C=CC=C2)=CC=1.Cl[Pd]Cl.[Fe+2]. The product is [Cl:1][C:2]1[CH:10]=[C:9]2[C:5]([C:6]([CH:19]=[O:22])=[CH:7][NH:8]2)=[CH:4][C:3]=1[C:26]1[CH:27]=[N:28][C:29]([N:32]([CH3:34])[CH3:33])=[N:30][CH:31]=1. The yield is 0.583. (4) The reactants are [CH:1](=O)[C:2]1[C:3](=[CH:5][CH:6]=[CH:7][CH:8]=1)[OH:4].[CH2:10]([NH2:13])[CH2:11][NH2:12]. The catalyst is C(O)C. The product is [CH:1](=[N:12][CH2:11][CH2:10][N:13]=[CH:1][C:2]1[C:3](=[CH:5][CH:6]=[CH:7][CH:8]=1)[OH:4])[C:2]1[C:3](=[CH:5][CH:6]=[CH:7][CH:8]=1)[OH:4]. The yield is 0.980. (5) The reactants are Br[C:2]1[CH:16]=[CH:15][C:5]([O:6][CH2:7][CH2:8][N:9]2[CH2:14][CH2:13][O:12][CH2:11][CH2:10]2)=[CH:4][CH:3]=1.[CH3:17][C:18]1([CH3:32])[CH2:23][O:22][B:21]([B:21]2[O:22][CH2:23][C:18]([CH3:32])([CH3:17])[CH2:19][O:20]2)[O:20][CH2:19]1.CC([O-])=O.[K+].C(OCC)(=O)C. The catalyst is O1CCOCC1.C1C=CC(P(C2C=CC=CC=2)[C-]2C=CC=C2)=CC=1.C1C=CC(P(C2C=CC=CC=2)[C-]2C=CC=C2)=CC=1.Cl[Pd]Cl.[Fe+2]. The product is [CH3:17][C:18]1([CH3:32])[CH2:23][O:22][B:21]([C:2]2[CH:16]=[CH:15][C:5]([O:6][CH2:7][CH2:8][N:9]3[CH2:14][CH2:13][O:12][CH2:11][CH2:10]3)=[CH:4][CH:3]=2)[O:20][CH2:19]1. The yield is 0.340. (6) The reactants are [F:1][C:2]1[CH:3]=[C:4]([N:8]2[CH2:12][CH:11]([CH2:13][OH:14])[O:10][C:9]2=[O:15])[CH:5]=[CH:6][CH:7]=1.[CH3:16][S:17](Cl)(=[O:19])=[O:18]. The catalyst is C(Cl)Cl. The product is [F:1][C:2]1[CH:3]=[C:4]([N:8]2[CH2:12][C@H:11]([CH2:13][O:14][S:17]([CH3:16])(=[O:19])=[O:18])[O:10][C:9]2=[O:15])[CH:5]=[CH:6][CH:7]=1. The yield is 0.887. (7) The yield is 0.990. The catalyst is C1(C)C=CC=CC=1. The reactants are [Cl:1][C:2]1[CH:18]=[CH:17][C:5]2[CH2:6][CH2:7][N:8]([C:11](=[O:16])[C:12]([F:15])([F:14])[F:13])[CH2:9][CH2:10][C:4]=2[C:3]=1OS(C(F)(F)F)(=O)=O.[F:27][C:28]([CH:34]([O:36][C:37]1[CH:44]=[CH:43][C:40]([CH2:41][NH2:42])=[CH:39][CH:38]=1)[CH3:35])([F:33])[C:29]([F:32])([F:31])[F:30]. The product is [Cl:1][C:2]1[CH:18]=[CH:17][C:5]2[CH2:6][CH2:7][N:8]([C:11](=[O:16])[C:12]([F:13])([F:15])[F:14])[CH2:9][CH2:10][C:4]=2[C:3]=1[NH:42][CH2:41][C:40]1[CH:39]=[CH:38][C:37]([O:36][CH:34]([C:28]([F:27])([F:33])[C:29]([F:30])([F:31])[F:32])[CH3:35])=[CH:44][CH:43]=1.